From a dataset of Forward reaction prediction with 1.9M reactions from USPTO patents (1976-2016). Predict the product of the given reaction. Given the reactants [Br:1][C:2]1[CH:3]=[CH:4][C:5]([OH:16])=[C:6]([C:8]([C:10]2[CH:15]=[CH:14][CH:13]=[CH:12][CH:11]=2)=O)[CH:7]=1.Cl.[NH2:18][OH:19].CCOC(C)=O, predict the reaction product. The product is: [Br:1][C:2]1[CH:3]=[CH:4][C:5]([OH:16])=[C:6](/[C:8](/[C:10]2[CH:15]=[CH:14][CH:13]=[CH:12][CH:11]=2)=[N:18]/[OH:19])[CH:7]=1.